Dataset: Tox21: 12 toxicity assays (nuclear receptors and stress response pathways). Task: Binary classification across 12 toxicity assays. (1) The drug is Cc1nc2ccc(CN(C)c3ccc(C(=O)N[C@@H](CCC(=O)O)C(=O)O)s3)cc2c(=O)[nH]1. It tested positive (active) for: SR-p53 (p53 tumor suppressor activation). (2) The molecule is CCC(C)c1ccc(O)cc1. It tested positive (active) for: SR-MMP (Mitochondrial Membrane Potential disruption). (3) The drug is CC(=O)O[C@]1(C(C)=O)CC[C@H]2[C@@H]3CCC4=CC(=O)CC[C@]4(C)[C@@]3(F)[C@@H](O)C[C@@]21C. It tested positive (active) for: NR-AR (Androgen Receptor agonist activity), and NR-ER (Estrogen Receptor agonist activity). (4) The molecule is Cc1cccc(N)c1. It tested positive (active) for: NR-AhR (Aryl hydrocarbon Receptor agonist activity). (5) The drug is CO/N=C(/C(=O)OC)c1ccccc1CON=C(C)c1cccc(C(F)(F)F)c1. It tested positive (active) for: SR-ARE (Antioxidant Response Element (oxidative stress)), and SR-p53 (p53 tumor suppressor activation). (6) The compound is Oc1cccc(Cl)c1Cl. It tested positive (active) for: SR-MMP (Mitochondrial Membrane Potential disruption). (7) The drug is CC(=O)[C@]1(O)Cc2c(O)c3c(c(O)c2[C@@H](O[C@H]2C[C@H](N)[C@H](O)[C@H](C)O2)C1)C(=O)c1c(O)cccc1C3=O. It tested positive (active) for: NR-AR-LBD (Androgen Receptor Ligand Binding Domain agonist), NR-Aromatase (Aromatase enzyme inhibition), NR-ER-LBD (Estrogen Receptor Ligand Binding Domain agonist), SR-ATAD5 (ATAD5 genotoxicity (DNA damage)), SR-MMP (Mitochondrial Membrane Potential disruption), and SR-p53 (p53 tumor suppressor activation). (8) The compound is CC(=O)Oc1ccc(C(c2ccc(OC(C)=O)cc2)c2ccccn2)cc1. It tested positive (active) for: SR-MMP (Mitochondrial Membrane Potential disruption), and SR-p53 (p53 tumor suppressor activation). (9) The molecule is Cc1cc(CC(=O)[O-])n(C)c1C(=O)c1ccc(Cl)cc1. It tested positive (active) for: NR-AR (Androgen Receptor agonist activity), and SR-ARE (Antioxidant Response Element (oxidative stress)).